Predict which catalyst facilitates the given reaction. From a dataset of Catalyst prediction with 721,799 reactions and 888 catalyst types from USPTO. (1) Reactant: [CH3:1][N:2]([CH3:18])[C:3]([CH:6]1[CH2:10][CH2:9][N:8](CC2C=CC=CC=2)[CH2:7]1)([CH3:5])[CH3:4].[ClH:19]. Product: [ClH:19].[CH3:18][N:2]([CH3:1])[C:3]([CH:6]1[CH2:10][CH2:9][NH:8][CH2:7]1)([CH3:5])[CH3:4]. The catalyst class is: 5. (2) Reactant: C(OC(=O)[NH:7][C:8]1[CH:13]=[C:12]([O:14][CH3:15])[CH:11]=[CH:10][C:9]=1[NH:16][C:17](=[O:33])[CH2:18][C:19](=O)[C:20]1[CH:25]=[CH:24][CH:23]=[C:22]([C:26]2[CH:27]=[N:28][CH:29]=[CH:30][CH:31]=2)[CH:21]=1)(C)(C)C.C(O)(C(F)(F)F)=O. Product: [CH3:15][O:14][C:12]1[CH:11]=[CH:10][C:9]2[NH:16][C:17](=[O:33])[CH2:18][C:19]([C:20]3[CH:25]=[CH:24][CH:23]=[C:22]([C:26]4[CH:27]=[N:28][CH:29]=[CH:30][CH:31]=4)[CH:21]=3)=[N:7][C:8]=2[CH:13]=1. The catalyst class is: 2. (3) Reactant: [CH3:1][O:2][C:3]1[CH:4]=[C:5]2[C:10](=[CH:11][CH:12]=1)[C:9](=[O:13])[CH2:8][CH2:7][CH2:6]2.S(=O)(=O)(O)O.[N+:19]([O-:22])([OH:21])=[O:20]. Product: [CH3:1][O:2][C:3]1[C:4]([N+:19]([O-:21])=[O:20])=[C:5]2[C:10](=[CH:11][CH:12]=1)[C:9](=[O:13])[CH2:8][CH2:7][CH2:6]2.[CH3:1][O:2][C:3]1[CH:4]=[C:5]2[C:10](=[CH:11][C:12]=1[N+:19]([O-:22])=[O:20])[C:9](=[O:13])[CH2:8][CH2:7][CH2:6]2. The catalyst class is: 21. (4) Reactant: Br[C:2]1[C:3]([NH:14][C:15]2[C:24]3[C:19](=[CH:20][C:21]([F:26])=[CH:22][C:23]=3[F:25])[N:18]=[C:17]([C:27]3[CH:32]=[CH:31][CH:30]=[CH:29][N:28]=3)[C:16]=2[CH3:33])=[CH:4][C:5]([N:8]2[CH2:13][CH2:12][O:11][CH2:10][CH2:9]2)=[N:6][CH:7]=1.[CH3:34][S:35]([C:38]1[CH:43]=[CH:42][C:41](B(O)O)=[CH:40][CH:39]=1)(=[O:37])=[O:36].C1(P(C2CCCCC2)C2CCCCC2)CCCCC1.[O-]P([O-])([O-])=O.[K+].[K+].[K+]. Product: [F:25][C:23]1[CH:22]=[C:21]([F:26])[CH:20]=[C:19]2[C:24]=1[C:15]([NH:14][C:3]1[C:2]([C:41]3[CH:42]=[CH:43][C:38]([S:35]([CH3:34])(=[O:37])=[O:36])=[CH:39][CH:40]=3)=[CH:7][N:6]=[C:5]([N:8]3[CH2:9][CH2:10][O:11][CH2:12][CH2:13]3)[CH:4]=1)=[C:16]([CH3:33])[C:17]([C:27]1[CH:32]=[CH:31][CH:30]=[CH:29][N:28]=1)=[N:18]2. The catalyst class is: 552. (5) Reactant: Br[C:2]1[C:7]([CH3:8])=[CH:6][CH:5]=[CH:4][C:3]=1[C:9]([C:11]1[CH:16]=[CH:15][N:14]=[CH:13][N:12]=1)=[O:10].[O:17]1[CH2:22][CH2:21][N:20]([C:23]2[C:24]([NH2:42])=[N:25][C:26]3[C:31]([CH:32]=2)=[CH:30][C:29](B2OC(C)(C)C(C)(C)O2)=[CH:28][CH:27]=3)[CH2:19][CH2:18]1.[O-]P([O-])([O-])=O.[K+].[K+].[K+]. Product: [NH2:42][C:24]1[C:23]([N:20]2[CH2:21][CH2:22][O:17][CH2:18][CH2:19]2)=[CH:32][C:31]2[C:26](=[CH:27][CH:28]=[C:29]([C:2]3[C:7]([CH3:8])=[CH:6][CH:5]=[CH:4][C:3]=3[C:9]([C:11]3[CH:16]=[CH:15][N:14]=[CH:13][N:12]=3)=[O:10])[CH:30]=2)[N:25]=1. The catalyst class is: 333. (6) Reactant: C([O:3][C:4]([C:6]1[N:11]=[CH:10][C:9]2[N:12]([CH2:15][C:16]3[CH:21]=[CH:20][C:19]([O:22][CH3:23])=[CH:18][CH:17]=3)[CH:13]=[N:14][C:8]=2[CH:7]=1)=[CH2:5])C.Cl.N. Product: [CH3:23][O:22][C:19]1[CH:20]=[CH:21][C:16]([CH2:15][N:12]2[C:9]3[CH:10]=[N:11][C:6]([C:4](=[O:3])[CH3:5])=[CH:7][C:8]=3[N:14]=[CH:13]2)=[CH:17][CH:18]=1. The catalyst class is: 5.